Dataset: Reaction yield outcomes from USPTO patents with 853,638 reactions. Task: Predict the reaction yield, written as a fraction of the theoretical maximum amount of product (1.0 means a 100% yield; for example, 0.34 means a 34% yield). (1) The reactants are [N:1]([C:4]1[CH:29]=[CH:28][C:7]([CH2:8][N:9]([C:21]([O:23]C(C)(C)C)=O)[N:10]([CH2:18][C:19]#[CH:20])[C:11]([O:13]C(C)(C)C)=O)=[CH:6][CH:5]=1)=[N+:2]=[N-:3].C(O)(C(F)(F)F)=O.[Br:37][C:38]1C(OC(=O)[C:43]=1[Br:44])=O. The catalyst is C(Cl)Cl.CC(O)=O. The product is [N:1]([C:4]1[CH:5]=[CH:6][C:7]([CH2:8][N:9]2[C:21](=[O:23])[C:38]([Br:37])=[C:43]([Br:44])[C:11](=[O:13])[N:10]2[CH2:18][C:19]#[CH:20])=[CH:28][CH:29]=1)=[N+:2]=[N-:3]. The yield is 0.280. (2) The reactants are [CH3:1][S:2]([OH:5])(=[O:4])=[O:3].[S:6]1[C:10]2[CH:11]=[CH:12][CH:13]=[CH:14][C:9]=2[C:8]([N:15]2[CH2:20][CH2:19][N:18]([CH2:21][CH2:22][C:23]3[CH:24]=[C:25]4[C:30](=[C:31]([CH3:34])[C:32]=3[F:33])[NH:29][C:28](=[O:35])[CH2:27][C:26]4([CH3:37])[CH3:36])[CH2:17][CH2:16]2)=[N:7]1. The catalyst is C1COCC1. The product is [CH3:1][S:2]([OH:5])(=[O:4])=[O:3].[S:6]1[C:10]2[CH:11]=[CH:12][CH:13]=[CH:14][C:9]=2[C:8]([N:15]2[CH2:16][CH2:17][N:18]([CH2:21][CH2:22][C:23]3[CH:24]=[C:25]4[C:30](=[C:31]([CH3:34])[C:32]=3[F:33])[NH:29][C:28](=[O:35])[CH2:27][C:26]4([CH3:37])[CH3:36])[CH2:19][CH2:20]2)=[N:7]1. The yield is 0.980. (3) The reactants are [CH3:1][C@:2]12[C@@:19]3([CH3:20])[C@@H:10]([C@:11]4([CH3:31])[C@@H:16]([CH2:17][CH2:18]3)[C:15]([CH3:22])([CH3:21])[C:14](OS(C(F)(F)F)(=O)=O)=[CH:13][CH2:12]4)[CH2:9][CH2:8][CH:7]1[C@H:6]1[C@H:32]([C:35]([CH3:37])=[CH2:36])[CH2:33][CH2:34][C@:5]1([C:38]([O:40][CH2:41][C:42]1[CH:47]=[CH:46][CH:45]=[CH:44][CH:43]=1)=[O:39])[CH2:4][CH2:3]2.CC(O)C.O.C(=O)([O-])[O-].[Na+].[Na+].[CH3:59][O:60][C:61]([C:63]1[CH:68]=[CH:67][C:66](B(O)O)=[CH:65][CH:64]=1)=[O:62]. The catalyst is O1CCOCC1.C1C=CC([P]([Pd]([P](C2C=CC=CC=2)(C2C=CC=CC=2)C2C=CC=CC=2)([P](C2C=CC=CC=2)(C2C=CC=CC=2)C2C=CC=CC=2)[P](C2C=CC=CC=2)(C2C=CC=CC=2)C2C=CC=CC=2)(C2C=CC=CC=2)C2C=CC=CC=2)=CC=1.O. The product is [CH3:59][O:60][C:61]([C:63]1[CH:68]=[CH:67][C:66]([C:14]2[C:15]([CH3:22])([CH3:21])[C@H:16]3[C@:11]([CH3:31])([CH2:12][CH:13]=2)[C@@H:10]2[C@:19]([CH3:20])([C@@:2]4([CH3:1])[C@H:7]([CH2:8][CH2:9]2)[C@H:6]2[C@H:32]([C:35]([CH3:37])=[CH2:36])[CH2:33][CH2:34][C@:5]2([C:38]([O:40][CH2:41][C:42]2[CH:47]=[CH:46][CH:45]=[CH:44][CH:43]=2)=[O:39])[CH2:4][CH2:3]4)[CH2:18][CH2:17]3)=[CH:65][CH:64]=1)=[O:62]. The yield is 0.684. (4) The reactants are [C:1]([O:5][C:6]([NH:8][C:9]([CH3:14])([CH2:12][OH:13])[CH2:10][OH:11])=[O:7])([CH3:4])([CH3:3])[CH3:2].[C:15](OC=C)(=[O:21])[CH2:16][CH2:17][CH2:18][CH2:19][CH3:20]. The catalyst is C(OC(C)C)(C)C. The product is [C:1]([O:5][C:6]([NH:8][C@@:9]([CH3:14])([CH2:10][O:11][C:15](=[O:21])[CH2:16][CH2:17][CH2:18][CH2:19][CH3:20])[CH2:12][OH:13])=[O:7])([CH3:4])([CH3:3])[CH3:2]. The yield is 0.850. (5) The yield is 0.990. The product is [Si:19]([O:1][C:2]1[CH:9]=[CH:8][C:5]([CH:6]=[O:7])=[CH:4][CH:3]=1)([C:16]([CH3:18])([CH3:17])[CH3:15])([CH3:21])[CH3:20]. The reactants are [OH:1][C:2]1[CH:9]=[CH:8][C:5]([CH:6]=[O:7])=[CH:4][CH:3]=1.N1C=CN=C1.[CH3:15][C:16]([Si:19](Cl)([CH3:21])[CH3:20])([CH3:18])[CH3:17].O. The catalyst is CN(C=O)C. (6) The reactants are [C:1]([O:5][C:6]([N:8]1[CH2:13][CH2:12][CH:11]([C:14]([NH:16][C:17]2[CH:32]=[CH:31][C:30](I)=[CH:29][C:18]=2[C:19]([NH:21][C:22]2[CH:27]=[CH:26][C:25]([Cl:28])=[CH:24][N:23]=2)=[O:20])=[O:15])[CH2:10][CH2:9]1)=[O:7])([CH3:4])([CH3:3])[CH3:2].C(N(CC)CC)C.[C:41]([O:45][CH3:46])(=[O:44])[CH:42]=[CH2:43]. The catalyst is C(#N)C.C([O-])(=O)C.[Pd+2].C([O-])(=O)C. The product is [C:1]([O:5][C:6]([N:8]1[CH2:13][CH2:12][CH:11]([C:14]([NH:16][C:17]2[CH:32]=[CH:31][C:30](/[CH:43]=[CH:42]/[C:41]([O:45][CH3:46])=[O:44])=[CH:29][C:18]=2[C:19]([NH:21][C:22]2[CH:27]=[CH:26][C:25]([Cl:28])=[CH:24][N:23]=2)=[O:20])=[O:15])[CH2:10][CH2:9]1)=[O:7])([CH3:4])([CH3:3])[CH3:2]. The yield is 0.880. (7) The reactants are [NH:1]([C:8]1[N:9]([C:21]2[CH:26]=[CH:25][CH:24]=[CH:23][CH:22]=2)[C:10]2[C:15]([C:16](=[O:18])[CH:17]=1)=[CH:14][C:13](Br)=[C:12]([CH3:20])[N:11]=2)[C:2]1[CH:7]=[CH:6][CH:5]=[CH:4][CH:3]=1.C1C=CC(P(C2C=CC=CC=2)C2C=CC=CC=2)=CC=1.[C:46]([O:50][CH3:51])(=[O:49])[CH:47]=[CH2:48]. The catalyst is CN(C=O)C.CC([O-])=O.CC([O-])=O.[Pd+2]. The product is [NH:1]([C:8]1[N:9]([C:21]2[CH:26]=[CH:25][CH:24]=[CH:23][CH:22]=2)[C:10]2[N:11]=[C:12]([CH3:20])[C:13](/[CH:48]=[CH:47]/[C:46]([O:50][CH3:51])=[O:49])=[CH:14][C:15]=2[C:16](=[O:18])[CH:17]=1)[C:2]1[CH:7]=[CH:6][CH:5]=[CH:4][CH:3]=1. The yield is 0.240. (8) The reactants are C(OC([NH:11][C@:12]1([C:19]([O:21][CH2:22][CH3:23])=[O:20])[CH2:17][C:16](=[O:18])[NH:15][C:13]1=[O:14])=O)C1C=CC=CC=1.O.[H][H]. The catalyst is C(O)C.[Pd]. The product is [NH2:11][C@:12]1([C:19]([O:21][CH2:22][CH3:23])=[O:20])[CH2:17][C:16](=[O:18])[NH:15][C:13]1=[O:14]. The yield is 0.867.